Task: Predict the reaction yield, written as a fraction of the theoretical maximum amount of product (1.0 means a 100% yield; for example, 0.34 means a 34% yield).. Dataset: Reaction yield outcomes from USPTO patents with 853,638 reactions (1) The reactants are [Cl:1][C:2]1[CH:3]=[C:4]([CH2:9][C:10]([O:12][CH2:13][CH3:14])=[O:11])[CH:5]=[CH:6][C:7]=1[OH:8].[Br:15]Br. The catalyst is C(Cl)(Cl)(Cl)Cl. The product is [Br:15][C:6]1[CH:5]=[C:4]([CH2:9][C:10]([O:12][CH2:13][CH3:14])=[O:11])[CH:3]=[C:2]([Cl:1])[C:7]=1[OH:8]. The yield is 0.800. (2) The reactants are [CH2:1]([NH:8][CH2:9][C:10]([C:12]1[CH:17]=[CH:16][C:15]([O:18][CH3:19])=[CH:14][CH:13]=1)=[O:11])[C:2]1[CH:7]=[CH:6][CH:5]=[CH:4][CH:3]=1.[BH4-].[Na+]. The catalyst is CO. The product is [CH2:1]([NH:8][CH2:9][CH:10]([C:12]1[CH:13]=[CH:14][C:15]([O:18][CH3:19])=[CH:16][CH:17]=1)[OH:11])[C:2]1[CH:3]=[CH:4][CH:5]=[CH:6][CH:7]=1. The yield is 0.750. (3) The reactants are [CH3:1][O:2][C:3]1[CH:4]=[C:5]2[C:10](=[CH:11][C:12]=1[O:13][CH3:14])[N:9]=[CH:8][N:7]=[C:6]2[O:15][C:16]1[CH:17]=[C:18]([CH:20]=[CH:21][CH:22]=1)[NH2:19].[C:23]([C:27]1[CH:31]=[C:30]([NH:32][C:33](=O)[O:34]C2C=CC=CC=2)[N:29]([C:42]2[CH:43]=[N:44][CH:45]=[C:46]([F:48])[CH:47]=2)[N:28]=1)([CH3:26])([CH3:25])[CH3:24]. The catalyst is C1COCC1.CN(C1C=CN=CC=1)C. The product is [C:23]([C:27]1[CH:31]=[C:30]([NH:32][C:33]([NH:19][C:18]2[CH:20]=[CH:21][CH:22]=[C:16]([O:15][C:6]3[C:5]4[C:10](=[CH:11][C:12]([O:13][CH3:14])=[C:3]([O:2][CH3:1])[CH:4]=4)[N:9]=[CH:8][N:7]=3)[CH:17]=2)=[O:34])[N:29]([C:42]2[CH:43]=[N:44][CH:45]=[C:46]([F:48])[CH:47]=2)[N:28]=1)([CH3:26])([CH3:24])[CH3:25]. The yield is 0.500. (4) The reactants are [CH2:1]([S:3]([O:6][C:7]1[CH:12]=[CH:11][CH:10]=[C:9]([C:13]2([C:21]3[CH:26]=[CH:25][CH:24]=[C:23]([Br:27])[CH:22]=3)[C:17](=[O:18])[N:16]([CH3:19])[C:15](=S)[NH:14]2)[CH:8]=1)(=[O:5])=[O:4])[CH3:2].[NH3:28].C(OO)(C)(C)C. No catalyst specified. The product is [CH2:1]([S:3]([O:6][C:7]1[CH:12]=[CH:11][CH:10]=[C:9]([C:13]2([C:21]3[CH:26]=[CH:25][CH:24]=[C:23]([Br:27])[CH:22]=3)[C:17](=[O:18])[N:16]([CH3:19])[C:15]([NH2:28])=[N:14]2)[CH:8]=1)(=[O:5])=[O:4])[CH3:2]. The yield is 0.870. (5) The reactants are [N:1]([O-])=O.[Na+].[Br:5][C:6]1[CH:7]=[C:8]2[C:12](=[CH:13][CH:14]=1)[NH:11][CH:10]=[CH:9]2.Cl.[OH2:16]. The catalyst is CC(C)=O. The product is [Br:5][C:6]1[CH:7]=[C:8]2[C:12](=[CH:13][CH:14]=1)[NH:11][N:1]=[C:9]2[CH:10]=[O:16]. The yield is 0.760. (6) The reactants are [F:1][C:2]1[CH:3]=[CH:4][CH:5]=[C:6]2[C:10]=1[N:9]([C:11]1[N:15]=[C:14]([CH:16]3[CH2:21][CH2:20][N:19]([C:22]([CH3:31])([CH3:30])[C:23]([O:25]C(C)(C)C)=[O:24])[CH2:18][CH2:17]3)[O:13][N:12]=1)[N:8]=[C:7]2[CH:32]([CH3:34])[CH3:33].[ClH:35].O1CCOCC1. No catalyst specified. The yield is 0.891. The product is [ClH:35].[F:1][C:2]1[CH:3]=[CH:4][CH:5]=[C:6]2[C:10]=1[N:9]([C:11]1[N:15]=[C:14]([CH:16]3[CH2:21][CH2:20][N:19]([C:22]([CH3:30])([CH3:31])[C:23]([OH:25])=[O:24])[CH2:18][CH2:17]3)[O:13][N:12]=1)[N:8]=[C:7]2[CH:32]([CH3:34])[CH3:33].